From a dataset of Forward reaction prediction with 1.9M reactions from USPTO patents (1976-2016). Predict the product of the given reaction. Given the reactants [N:1]([CH:4]1[CH2:9][CH2:8][N:7]([C:10]2[CH:15]=[CH:14][C:13]([N:16]3[CH2:20][C@H:19]([CH2:21][NH:22][C:23](=[O:25])[CH3:24])[O:18][C:17]3=[O:26])=[CH:12][C:11]=2[F:27])[CH2:6][CH2:5]1)=[N+:2]=[N-:3].[CH3:28][C:29](=[O:32])[C:30]#[CH:31], predict the reaction product. The product is: [C:29]([C:30]1[N:3]=[N:2][N:1]([CH:4]2[CH2:9][CH2:8][N:7]([C:10]3[CH:15]=[CH:14][C:13]([N:16]4[CH2:20][C@H:19]([CH2:21][NH:22][C:23](=[O:25])[CH3:24])[O:18][C:17]4=[O:26])=[CH:12][C:11]=3[F:27])[CH2:6][CH2:5]2)[CH:31]=1)(=[O:32])[CH3:28].